Dataset: Forward reaction prediction with 1.9M reactions from USPTO patents (1976-2016). Task: Predict the product of the given reaction. Given the reactants Br[C:2]1[CH:7]=[C:6]([CH3:8])[C:5]([C:9]2[C:10](=[O:19])[CH:11]3[CH2:18][CH:14]([C:15]=2[O:16][CH3:17])[CH2:13][CH2:12]3)=[C:4]([CH3:20])[CH:3]=1.[Cl:21]N1C(=O)CCC1=O.C[C:30]([CH3:32])=O, predict the reaction product. The product is: [Cl:21][C:30]#[C:32][C:2]1[CH:7]=[C:6]([CH3:8])[C:5]([C:9]2[C:10](=[O:19])[CH:11]3[CH2:18][CH:14]([C:15]=2[O:16][CH3:17])[CH2:13][CH2:12]3)=[C:4]([CH3:20])[CH:3]=1.